Task: Regression. Given two drug SMILES strings and cell line genomic features, predict the synergy score measuring deviation from expected non-interaction effect.. Dataset: NCI-60 drug combinations with 297,098 pairs across 59 cell lines (1) Drug 1: CN(C)C1=NC(=NC(=N1)N(C)C)N(C)C. Drug 2: C1=CC(=CC=C1CCCC(=O)O)N(CCCl)CCCl. Cell line: UACC62. Synergy scores: CSS=3.46, Synergy_ZIP=-7.71, Synergy_Bliss=-9.13, Synergy_Loewe=-20.0, Synergy_HSA=-9.70. (2) Drug 1: CN(C)C1=NC(=NC(=N1)N(C)C)N(C)C. Drug 2: C1CN(P(=O)(OC1)NCCCl)CCCl. Cell line: IGROV1. Synergy scores: CSS=12.5, Synergy_ZIP=2.35, Synergy_Bliss=9.35, Synergy_Loewe=9.06, Synergy_HSA=9.29.